This data is from Experimentally validated miRNA-target interactions with 360,000+ pairs, plus equal number of negative samples. The task is: Binary Classification. Given a miRNA mature sequence and a target amino acid sequence, predict their likelihood of interaction. (1) The miRNA is hsa-miR-4527 with sequence UGGUCUGCAAAGAGAUGACUGU. The protein sequence of the target gene is MYHGMNPSNGDGFLEQQQQQQQPQSPQRLLAVILWFQLALCFGPAQLTGGFDDLQVCADPGIPENGFRTPSGGVFFEGSVARFHCQDGFKLKGATKRLCLKHFNGTLGWIPSDNSICVQEDCRIPQIEDAEIHNKTYRHGEKLIITCHEGFKIRYPDLHNMVSLCRDDGTWNNLPICQGCLRPLASSNGYVNISELQTSFPVGTVISYRCFPGFKLDGSAYLECLQNLIWSSSPPRCLALEVCPLPPMVSHGDFVCHPRPCERYNHGTVVEFYCDPGYSLTSDYKYITCQYGEWFPSYQV.... Result: 0 (no interaction). (2) The miRNA is hsa-miR-548ag with sequence AAAGGUAAUUGUGGUUUCUGC. The protein sequence of the target gene is MLPRWELALYLLASLGFHFYSFYEVYKVSREHEEELDQEFELETDTLFGGLKKDATDFEWSFWMEWGKQWLVWLLLGHMVVSQMATLLARKHRPWILMLYGMWACWCVLGTPGVAMVLLHTTISFCVAQFRSQLLTWLCSLLLLSTLRLQGVEEVKRRWYKTENEYYLLQFTLTVRCLYYTSFSLELCWQQLPAASTSYSFPWMLAYVFYYPVLHNGPILSFSEFIKQMQQQEHDSLKASLCVLALGLGRLLCWWWLAELMAHLMYMHAIYSSIPLLETVSCWTLGGLALAQVLFFYVKY.... Result: 0 (no interaction). (3) The miRNA is mmu-miR-486a-3p with sequence CGGGGCAGCUCAGUACAGGAU. The protein sequence of the target gene is MEYQILKMSSCLFILLFLTPGILCICPLQCTCTERHRHVDCSGRNLTTLPPGLQENIIHLNLSYNHFTDLHNQLTPYTNLRTLDISNNRLESLPAQLPRSLWNMSAANNNIKLLDKSDTAYQWNLKYLDVSKNMLEKVVLIKNTLRSLEVLNLSSNKLWTVPTNMPSKLHIVDLSNNSLTQILPGTLINLTNLTHLYLHNNKFTFIPEQSFDQLLQLQEITLHNNRWSCDHKQNITYLLKWVMETKAHVIGTPCSKQVSSLKEQSMYPTPPGFTSSLFTMSEMQTVDTINSLSMVTQPKV.... Result: 0 (no interaction). (4) The miRNA is hsa-miR-1321 with sequence CAGGGAGGUGAAUGUGAU. The protein sequence of the target gene is MEHGSIITQARREDALVLTKQGLVSKSSPKKPRGRNIFKALFCCFRAQHVGQSSSSTELAAYKEEANTIAKSDLLQCLQYQFYQIPGTCLLPEVTEEDQGRICVVIDLDETLVHSSFKPINNADFIVPIEIEGTTHQVYVLKRPYVDEFLRRMGELFECVLFTASLAKYADPVTDLLDRCGVFRARLFRESCVFHQGCYVKDLSRLGRDLRKTLILDNSPASYIFHPENAVPVQSWFDDMADTELLNLIPIFEELSGAEDVYTSLGQLRAP. Result: 1 (interaction). (5) The miRNA is hsa-miR-526b-3p with sequence GAAAGUGCUUCCUUUUAGAGGC. The protein sequence of the target gene is MTTAQRDSLLWKLAGLLRESGDVVLSGCSTLSLLTPTLQQLNHVFELHLGPWGPGQTGFVALPSHPADSPVILQLQFLFDVLQKTLSLKLVHVAGPGPTGPIKIFPFKSLRHLELRGVPLHCLHGLRGIYSQLETLICSRSLQALEELLSACGGDFCSALPWLALLSANFSYNALTALDSSLRLLSALRFLNLSHNQVQDCQGFLMDLCELHHLDISYNRLHLVPRMGPSGAALGVLILRGNELRSLHGLEQLRNLRHLDLAYNLLEGHRELSPLWLLAELRKLYLEGNPLWFHPEHRAA.... Result: 1 (interaction). (6) The protein sequence of the target gene is MSTRNPQRKRRGGTVNSRQTQKRTRETTSTPEVSLETEPIELVETVGDEIVDLTCESLEPVVVDLTHNDSVVIVEERRRPRRNGRRLRQDHADSCVVSSDDEELSRDKDVYVTTHTPRSTKDDGATGPRPSGTVSCPICMDGYSEIVQNGRLIVSTECGHVFCSQCLRDSLKNANTCPTCRKKINHKRYHPIYI. The miRNA is mmu-miR-1938 with sequence CGGUGGGACUUGUAGUUCGGUC. Result: 0 (no interaction). (7) The miRNA is mmu-miR-130b-3p with sequence CAGUGCAAUGAUGAAAGGGCAU. The protein sequence of the target gene is MAETLSGLGDSGAAGAAALSSASSETGTRRLSDLRVIDLRAELRKRNVDSSGNKSVLMERLKKAIEDEGGNPDEIEITSEGNKKTSKRSSKGRKPEEEGVEDNGLEENSGDGQEDVETSLENLQDIDIMDISVLDEAEIDNGSVADCVEDDDADNLQESLSDSRELVEGEMKELPEQLQEHAIEDKETINNLDTSSSDFTILQEIEEPSLEPENEKILDILGETCKSEPVKEESSELEQPFAQDTSSVGPDRKLAEEEDLFDSAHPEEGDLDLASESTAHAQSSKADSLLAVVKREPAEQ.... Result: 0 (no interaction). (8) The miRNA is hsa-miR-4428 with sequence CAAGGAGACGGGAACAUGGAGC. The protein sequence of the target gene is MNWRFVELLYFLFVWGRISVQPSRQEPAGTDQHVSKEFDWLISDRGPFHHSRSYLSFVERHRQGFTTRYKIYREFARWKVRNTAIERRDLVRHPVPLMPEFQRSIRLLGRRPTTQQFIDTIIKKYGTHLLISATLGGEEALTMYMDKSRLDRKSGNATQSVEALHQLASSYFVDRDGTMRRLHEIQISTGAIKVTETRTGPLGCNSYDNLDSVSSVLLQSTESKLHLQGLQIIFPQYLQEKFVQSALSYIMCNGEGEYVCQNSQCRCQCAEEFPQCNCPITDIQIMEFTLANMAKAWTEA.... Result: 0 (no interaction).